The task is: Predict the reactants needed to synthesize the given product.. This data is from Full USPTO retrosynthesis dataset with 1.9M reactions from patents (1976-2016). (1) Given the product [ClH:38].[CH:1]1([O:6][CH2:7][CH2:8][O:9][C:10]2[CH:11]=[CH:12][C:13]([O:14][CH2:15][CH:16]([OH:35])[CH2:17][NH:18][CH2:19][CH2:20][NH:21][C:22](=[O:34])[NH:23][C:24]3[CH:25]=[C:26]([CH:31]=[CH:32][CH:33]=3)[C:27]([OH:29])=[O:28])=[CH:36][CH:37]=2)[CH2:2][CH2:3][CH2:4][CH2:5]1, predict the reactants needed to synthesize it. The reactants are: [CH:1]1([O:6][CH2:7][CH2:8][O:9][C:10]2[CH:37]=[CH:36][C:13]([O:14][CH2:15][CH:16]([OH:35])[CH2:17][NH:18][CH2:19][CH2:20][NH:21][C:22](=[O:34])[NH:23][C:24]3[CH:25]=[C:26]([CH:31]=[CH:32][CH:33]=3)[C:27]([O:29]C)=[O:28])=[CH:12][CH:11]=2)[CH2:5][CH2:4][CH2:3][CH2:2]1.[ClH:38]. (2) Given the product [CH3:29][O:28][C:26](=[O:27])[NH:24][C:20]1[C:19]([NH2:25])=[N:18][C:17]([N:10]2[C:11]3[C:16](=[CH:15][CH:14]=[CH:13][CH:12]=3)[C:8]([S:7][C:2]3[CH:3]=[CH:4][CH:5]=[CH:6][N:1]=3)=[N:9]2)=[N:22][C:21]=1[NH2:23], predict the reactants needed to synthesize it. The reactants are: [N:1]1[CH:6]=[CH:5][CH:4]=[CH:3][C:2]=1[S:7][C:8]1[C:16]2[C:11](=[CH:12][CH:13]=[CH:14][CH:15]=2)[N:10]([C:17]2[N:22]=[C:21]([NH2:23])[C:20]([NH2:24])=[C:19]([NH2:25])[N:18]=2)[N:9]=1.[C:26](O[C:26]([O:28][CH3:29])=[O:27])([O:28][CH3:29])=[O:27]. (3) Given the product [F:8][C:9]1[CH:10]=[C:11]([NH:36][C:37]([C:39]2[C:40](=[O:52])[N:41]([C:45]3[CH:46]=[CH:47][C:48]([F:51])=[CH:49][CH:50]=3)[CH:42]=[CH:43][CH:44]=2)=[O:38])[CH:12]=[CH:13][C:14]=1[O:15][C:16]1[C:25]2[C:20](=[CH:21][C:22]([O:28][CH2:29][CH:30]3[CH2:35][CH2:34][N:33]([CH3:2])[CH2:32][CH2:31]3)=[C:23]([O:26][CH3:27])[CH:24]=2)[N:19]=[CH:18][CH:17]=1.[C:2]([OH:3])([C:4]([F:7])([F:6])[F:5])=[O:1], predict the reactants needed to synthesize it. The reactants are: [OH:1][C:2]([C:4]([F:7])([F:6])[F:5])=[O:3].[F:8][C:9]1[CH:10]=[C:11]([NH:36][C:37]([C:39]2[C:40](=[O:52])[N:41]([C:45]3[CH:50]=[CH:49][C:48]([F:51])=[CH:47][CH:46]=3)[CH:42]=[CH:43][CH:44]=2)=[O:38])[CH:12]=[CH:13][C:14]=1[O:15][C:16]1[C:25]2[C:20](=[CH:21][C:22]([O:28][CH2:29][CH:30]3[CH2:35][CH2:34][NH:33][CH2:32][CH2:31]3)=[C:23]([O:26][CH3:27])[CH:24]=2)[N:19]=[CH:18][CH:17]=1.C=O. (4) Given the product [Cl:43][C:24]1[C:25]([NH:27][C:28]2[CH:33]=[CH:32][C:31]([N:34]3[CH2:39][CH2:38][N:37]([CH3:40])[CH2:36][CH2:35]3)=[CH:30][C:29]=2[O:41][CH3:42])=[N:26][C:21]([NH:17][C:12]2[C:13]([O:15][CH3:16])=[CH:14][C:7]3[CH2:6][CH2:5][N:4]([CH2:3][C:2]([F:1])([F:19])[CH3:18])[CH2:10][CH2:9][C:8]=3[CH:11]=2)=[N:22][CH:23]=1, predict the reactants needed to synthesize it. The reactants are: [F:1][C:2]([F:19])([CH3:18])[CH2:3][N:4]1[CH2:10][CH2:9][C:8]2[CH:11]=[C:12]([NH2:17])[C:13]([O:15][CH3:16])=[CH:14][C:7]=2[CH2:6][CH2:5]1.Cl[C:21]1[N:26]=[C:25]([NH:27][C:28]2[CH:33]=[CH:32][C:31]([N:34]3[CH2:39][CH2:38][N:37]([CH3:40])[CH2:36][CH2:35]3)=[CH:30][C:29]=2[O:41][CH3:42])[C:24]([Cl:43])=[CH:23][N:22]=1. (5) The reactants are: [CH3:1][O:2][C:3]1[C:12]([O:13][CH3:14])=[N:11][C:10]2[C:9]([C:15](Cl)=[O:16])=[C:8]([CH3:18])[C:7]([N+:19]([O-:21])=[O:20])=[CH:6][C:5]=2[N:4]=1.[CH3:22][O:23][C:24]1[CH:31]=[CH:30][C:27]([CH2:28][NH2:29])=[CH:26][CH:25]=1. Given the product [CH3:22][O:23][C:24]1[CH:31]=[CH:30][C:27]([CH2:28][NH:29][C:15]([C:9]2[C:10]3[N:11]=[C:12]([O:13][CH3:14])[C:3]([O:2][CH3:1])=[N:4][C:5]=3[CH:6]=[C:7]([N+:19]([O-:21])=[O:20])[C:8]=2[CH3:18])=[O:16])=[CH:26][CH:25]=1, predict the reactants needed to synthesize it. (6) Given the product [Cl:42][C:43]1[CH:48]=[CH:47][C:46]([C@H:49]([NH:51][C:31]([NH:20][C:19]2[CH:21]=[CH:22][C:16]([O:15][C:6]3[C:5]4[C:10](=[CH:11][C:12]([O:13][CH3:14])=[C:3]([O:2][CH3:1])[CH:4]=4)[N:9]=[CH:8][CH:7]=3)=[CH:17][CH:18]=2)=[O:33])[CH3:50])=[CH:45][CH:44]=1, predict the reactants needed to synthesize it. The reactants are: [CH3:1][O:2][C:3]1[CH:4]=[C:5]2[C:10](=[CH:11][C:12]=1[O:13][CH3:14])[N:9]=[CH:8][CH:7]=[C:6]2[O:15][C:16]1[CH:22]=[CH:21][C:19]([NH2:20])=[CH:18][CH:17]=1.C(N(CC)CC)C.Cl[C:31](Cl)([O:33]C(=O)OC(Cl)(Cl)Cl)Cl.[Cl:42][C:43]1[CH:48]=[CH:47][C:46]([C@H:49]([NH2:51])[CH3:50])=[CH:45][CH:44]=1.